From a dataset of Forward reaction prediction with 1.9M reactions from USPTO patents (1976-2016). Predict the product of the given reaction. (1) The product is: [CH3:1][O:2][C:3]1[CH:4]=[C:5]([CH:16]=[CH:17][C:18]=1[O:19][CH2:20][C:21]1[N:22]=[C:23]([C:27]2[CH:28]=[CH:29][CH:30]=[CH:31][CH:32]=2)[O:24][C:25]=1[CH3:26])[CH2:6][O:7][C:8]1[C:13]([CH2:14][C:33]#[N:35])=[CH:12][CH:11]=[CH:10][N:9]=1. Given the reactants [CH3:1][O:2][C:3]1[CH:4]=[C:5]([CH:16]=[CH:17][C:18]=1[O:19][CH2:20][C:21]1[N:22]=[C:23]([C:27]2[CH:32]=[CH:31][CH:30]=[CH:29][CH:28]=2)[O:24][C:25]=1[CH3:26])[CH2:6][O:7][C:8]1[C:13]([CH2:14]O)=[CH:12][CH:11]=[CH:10][N:9]=1.[CH2:33]([N:35](CC)CC)C.CS(Cl)(=O)=O.[C-]#N.[Na+], predict the reaction product. (2) Given the reactants [Cl-].[Al+3].[Cl-].[Cl-].[Cl:5][C:6]1[C:19]2[C:10](=[CH:11][C:12]3[C:17]([CH:18]=2)=[CH:16][CH:15]=[CH:14][CH:13]=3)[CH:9]=[CH:8][CH:7]=1.[C:20](Cl)(=[O:24])[C:21](Cl)=[O:22].Cl, predict the reaction product. The product is: [Cl:5][C:6]1[C:19]2[C:10]3[C:9]([C:20](=[O:24])[C:21](=[O:22])[C:11]=3[C:12]3[C:17]([CH:18]=2)=[CH:16][CH:15]=[CH:14][CH:13]=3)=[CH:8][CH:7]=1. (3) Given the reactants COC1C=CC(P2(SP(C3C=CC(OC)=CC=3)(=S)S2)=[S:10])=CC=1.[C:23]([O:27][C:28](=[O:58])[CH2:29][CH:30]([C:34]1[CH:39]=[CH:38][C:37]([O:40][CH2:41][C:42]2[CH:43]=[C:44]([C:48]3[CH:53]=[CH:52][C:51]([C:54]([F:57])([F:56])[F:55])=[CH:50][CH:49]=3)[CH:45]=[CH:46][CH:47]=2)=[CH:36][CH:35]=1)[C:31]([NH2:33])=O)([CH3:26])([CH3:25])[CH3:24], predict the reaction product. The product is: [C:23]([O:27][C:28](=[O:58])[CH2:29][CH:30]([C:31](=[S:10])[NH2:33])[C:34]1[CH:39]=[CH:38][C:37]([O:40][CH2:41][C:42]2[CH:43]=[C:44]([C:48]3[CH:53]=[CH:52][C:51]([C:54]([F:57])([F:56])[F:55])=[CH:50][CH:49]=3)[CH:45]=[CH:46][CH:47]=2)=[CH:36][CH:35]=1)([CH3:26])([CH3:25])[CH3:24]. (4) Given the reactants Br[C:2]1[CH:3]=[C:4]2[C:9](=[CH:10][CH:11]=1)[N:8]=[CH:7][C:6]([C:12](=[O:15])[CH2:13][CH3:14])=[C:5]2[NH:16][C@H:17]1[CH2:22][CH2:21][C@H:20]([N:23]([CH3:25])[CH3:24])[CH2:19][CH2:18]1.[Cl:26][C:27]1[CH:32]=[C:31](B2OC(C)(C)C(C)(C)O2)[CH:30]=[C:29]([F:42])[C:28]=1[OH:43], predict the reaction product. The product is: [Cl:26][C:27]1[CH:32]=[C:31]([C:2]2[CH:3]=[C:4]3[C:9](=[CH:10][CH:11]=2)[N:8]=[CH:7][C:6]([C:12](=[O:15])[CH2:13][CH3:14])=[C:5]3[NH:16][C@H:17]2[CH2:22][CH2:21][C@H:20]([N:23]([CH3:25])[CH3:24])[CH2:19][CH2:18]2)[CH:30]=[C:29]([F:42])[C:28]=1[OH:43]. (5) Given the reactants F[C:2]1[C:7]([F:8])=[C:6]([N:9]2[CH2:14][CH2:13][O:12][CH2:11][CH2:10]2)[C:5]([F:15])=[C:4]([O:16][CH2:17][CH2:18][N:19]2[CH2:24][CH2:23][O:22][CH2:21][CH2:20]2)[N:3]=1.[NH2:25][NH2:26], predict the reaction product. The product is: [F:8][C:7]1[C:2]([NH:25][NH2:26])=[N:3][C:4]([O:16][CH2:17][CH2:18][N:19]2[CH2:24][CH2:23][O:22][CH2:21][CH2:20]2)=[C:5]([F:15])[C:6]=1[N:9]1[CH2:14][CH2:13][O:12][CH2:11][CH2:10]1. (6) Given the reactants Cl.[CH3:2][C:3]1[CH:11]=[C:10]([O:12][CH2:13][CH2:14][CH2:15][CH:16]2[CH2:21][CH2:20][NH:19][CH2:18][CH2:17]2)[CH:9]=[C:8]([CH3:22])[C:4]=1[C:5]([OH:7])=[O:6].[Cl:23][C:24]1[CH:25]=[CH:26][C:27](F)=[N:28][CH:29]=1, predict the reaction product. The product is: [Cl:23][C:24]1[CH:25]=[CH:26][C:27]([N:19]2[CH2:18][CH2:17][CH:16]([CH2:15][CH2:14][CH2:13][O:12][C:10]3[CH:9]=[C:8]([CH3:22])[C:4]([C:5]([OH:7])=[O:6])=[C:3]([CH3:2])[CH:11]=3)[CH2:21][CH2:20]2)=[N:28][CH:29]=1. (7) Given the reactants CCN(C(C)C)C(C)C.[CH2:10]([O:17][N:18]1[C:24](=[O:25])[N:23]2[CH2:26][C@H:19]1[CH2:20][CH2:21][C@H:22]2[C:27]1[O:31][N:30]=[C:29]([CH:32]2[CH2:37][CH2:36][NH:35][CH2:34][CH2:33]2)[N:28]=1)[C:11]1[CH:16]=[CH:15][CH:14]=[CH:13][CH:12]=1.[C:38](ON1C(=O)CCC1=O)([O:40][CH2:41][CH:42]1[C:54]2[C:49](=[CH:50][CH:51]=[CH:52][CH:53]=2)[C:48]2[C:43]1=[CH:44][CH:45]=[CH:46][CH:47]=2)=[O:39], predict the reaction product. The product is: [CH2:10]([O:17][N:18]1[C:24](=[O:25])[N:23]2[CH2:26][C@H:19]1[CH2:20][CH2:21][C@H:22]2[C:27]1[O:31][N:30]=[C:29]([CH:32]2[CH2:37][CH2:36][N:35]([C:38]([O:40][CH2:41][CH:42]3[C:43]4[CH:44]=[CH:45][CH:46]=[CH:47][C:48]=4[C:49]4[C:54]3=[CH:53][CH:52]=[CH:51][CH:50]=4)=[O:39])[CH2:34][CH2:33]2)[N:28]=1)[C:11]1[CH:12]=[CH:13][CH:14]=[CH:15][CH:16]=1. (8) Given the reactants [CH:1]1[C:6]2[N:7]=[C:8]3[C:20]4[C:12]([C:13]5[C:18]([N:19]=4)=[CH:17][CH:16]=[CH:15][CH:14]=5)=[CH:11][CH:10]=[C:9]3[C:5]=2[CH:4]=[CH:3][CH:2]=1.I[C:22]1[CH:27]=[CH:26][CH:25]=[CH:24][CH:23]=1.C(=O)([O-])[O-].[K+].[K+].N1C2C(=CC=CC=2)C=CC=1, predict the reaction product. The product is: [C:22]1([N:7]2[C:8]3[C:9](=[CH:10][CH:11]=[C:12]4[C:13]5[CH:14]=[CH:15][CH:16]=[CH:17][C:18]=5[NH:19][C:20]4=3)[C:5]3[C:6]2=[CH:1][CH:2]=[CH:3][CH:4]=3)[CH:27]=[CH:26][CH:25]=[CH:24][CH:23]=1.